The task is: Predict the reactants needed to synthesize the given product.. This data is from Retrosynthesis with 50K atom-mapped reactions and 10 reaction types from USPTO. Given the product C/C(=C\CO)c1ccc(-c2ccccc2C)cc1, predict the reactants needed to synthesize it. The reactants are: CCOC(=O)/C=C(\C)c1ccc(-c2ccccc2C)cc1.